Regression. Given a peptide amino acid sequence and an MHC pseudo amino acid sequence, predict their binding affinity value. This is MHC class I binding data. From a dataset of Peptide-MHC class I binding affinity with 185,985 pairs from IEDB/IMGT. (1) The peptide sequence is FHSRFVQAL. The MHC is HLA-B40:01 with pseudo-sequence HLA-B40:01. The binding affinity (normalized) is 0.0847. (2) The peptide sequence is EWMLIAAKMK. The MHC is HLA-A33:01 with pseudo-sequence HLA-A33:01. The binding affinity (normalized) is 0.640. (3) The MHC is HLA-A31:01 with pseudo-sequence HLA-A31:01. The binding affinity (normalized) is 0.0847. The peptide sequence is FMSLQSGDV.